Dataset: Catalyst prediction with 721,799 reactions and 888 catalyst types from USPTO. Task: Predict which catalyst facilitates the given reaction. (1) The catalyst class is: 321. Reactant: [C:1]1(=[O:14])[C:6]2=[CH:7][C:8]3[CH2:9][CH2:10][CH2:11][CH2:12][C:13]=3[N:5]2[CH2:4][CH2:3][NH:2]1.Br[C:16]1[C:21]([C:22]2([OH:26])[CH2:25][O:24][CH2:23]2)=[C:20]([Cl:27])[CH:19]=[CH:18][N:17]=1.CNCCNC.CC([O-])=O.[K+]. Product: [Cl:27][C:20]1[CH:19]=[CH:18][N:17]=[C:16]([N:2]2[CH2:3][CH2:4][N:5]3[C:13]4[CH2:12][CH2:11][CH2:10][CH2:9][C:8]=4[CH:7]=[C:6]3[C:1]2=[O:14])[C:21]=1[C:22]1([OH:26])[CH2:25][O:24][CH2:23]1. (2) Reactant: [Si:1]([O:8][CH2:9][C:10]([N:13]1[C:18](=[O:19])[CH:17]=[CH:16][C:15](C(O)=O)=[CH:14]1)([CH3:12])[CH3:11])([C:4]([CH3:7])([CH3:6])[CH3:5])([CH3:3])[CH3:2].CC[N:25]([CH:29](C)C)C(C)C.C1(P(N=[N+]=[N-])(C2C=CC=CC=2)=[O:39])C=CC=CC=1.[C:49]([OH:53])([CH3:52])([CH3:51])[CH3:50]. Product: [Si:1]([O:8][CH2:9][C:10]([N:13]1[C:18](=[O:19])[CH:17]=[CH:16][C:15]([NH:25][C:29](=[O:39])[O:53][C:49]([CH3:52])([CH3:51])[CH3:50])=[CH:14]1)([CH3:12])[CH3:11])([C:4]([CH3:7])([CH3:6])[CH3:5])([CH3:3])[CH3:2]. The catalyst class is: 12. (3) Reactant: [CH2:1]([O:8][C@@H:9]1[C@@H:14]([O:15][CH2:16][C:17]2[CH:22]=[CH:21][CH:20]=[CH:19][CH:18]=2)[C@H:13]([O:23][CH2:24][C:25]2[CH:30]=[CH:29][CH:28]=[CH:27][CH:26]=2)[C@@H:12]([CH2:31][O:32][CH2:33][C:34]2[CH:39]=[CH:38][CH:37]=[CH:36][CH:35]=2)[O:11][CH:10]1[OH:40])[C:2]1[CH:7]=[CH:6][CH:5]=[CH:4][CH:3]=1.C(OC(=O)C)(=O)C. Product: [CH2:1]([O:8][C@@H:9]1[C@@H:14]([O:15][CH2:16][C:17]2[CH:22]=[CH:21][CH:20]=[CH:19][CH:18]=2)[C@H:13]([O:23][CH2:24][C:25]2[CH:26]=[CH:27][CH:28]=[CH:29][CH:30]=2)[C@@H:12]([CH2:31][O:32][CH2:33][C:34]2[CH:35]=[CH:36][CH:37]=[CH:38][CH:39]=2)[O:11][C:10]1=[O:40])[C:2]1[CH:7]=[CH:6][CH:5]=[CH:4][CH:3]=1. The catalyst class is: 16.